This data is from Forward reaction prediction with 1.9M reactions from USPTO patents (1976-2016). The task is: Predict the product of the given reaction. (1) Given the reactants Br[C:2](Br)=[CH:3][C:4]1[C:9]([CH3:10])=[CH:8][CH:7]=[CH:6][C:5]=1[NH2:11].[C:13]1(B(O)O)[CH:18]=[CH:17][CH:16]=[CH:15][CH:14]=1.[O-]P([O-])([O-])=O.[K+].[K+].[K+].O.COC1C=CC=C(OC)C=1C1C=CC=CC=1P(C1CCCCC1)C1CCCCC1, predict the reaction product. The product is: [CH3:10][C:9]1[CH:8]=[CH:7][CH:6]=[C:5]2[C:4]=1[CH:3]=[C:2]([C:13]1[CH:18]=[CH:17][CH:16]=[CH:15][CH:14]=1)[NH:11]2. (2) The product is: [F:46][C:47]1[CH:48]=[C:49]([CH:90]=[CH:91][CH:92]=1)[CH2:50][N:51]1[CH:55]=[C:54]([C:56]2[C:64]3[C:59](=[N:60][CH:61]=[C:62]([C:65]4[CH:66]=[CH:67][C:68]([N:71]5[CH2:72][CH2:73][N:74]([CH2:77][C:78]#[N:79])[CH2:75][CH2:76]5)=[N:69][CH:70]=4)[CH:63]=3)[NH:58][CH:57]=2)[CH:53]=[N:52]1. Given the reactants Cl.FC1C=C(C=CC=1)CN1C=C(C2C3C(=NC=C(C4C=CC(C5CCNCC5)=CC=4)C=3)N(S(C3C=CC(C)=CC=3)(=O)=O)C=2)C=N1.[F:46][C:47]1[CH:48]=[C:49]([CH:90]=[CH:91][CH:92]=1)[CH2:50][N:51]1[CH:55]=[C:54]([C:56]2[C:64]3[C:59](=[N:60][CH:61]=[C:62]([C:65]4[CH:66]=[CH:67][C:68]([N:71]5[CH2:76][CH2:75][N:74]([CH2:77][C:78]#[N:79])[CH2:73][CH2:72]5)=[N:69][CH:70]=4)[CH:63]=3)[N:58](S(C3C=CC(C)=CC=3)(=O)=O)[CH:57]=2)[CH:53]=[N:52]1.[OH-].[Li+], predict the reaction product. (3) The product is: [N:31]1([C:36]2[CH:42]=[CH:41][C:39]([NH:40][C:2]3[CH:3]=[C:4]([C:8]4[N:16]5[C:11]([CH:12]=[N:13][C:14]([NH:17][C:18]6[CH:23]=[C:22]([O:24][CH3:25])[C:21]([O:26][CH3:27])=[C:20]([O:28][CH3:29])[CH:19]=6)=[N:15]5)=[C:10]([CH3:30])[N:9]=4)[CH:5]=[CH:6][CH:7]=3)=[CH:38][CH:37]=2)[CH:35]=[CH:34][N:33]=[CH:32]1. Given the reactants Br[C:2]1[CH:3]=[C:4]([C:8]2[N:16]3[C:11]([CH:12]=[N:13][C:14]([NH:17][C:18]4[CH:23]=[C:22]([O:24][CH3:25])[C:21]([O:26][CH3:27])=[C:20]([O:28][CH3:29])[CH:19]=4)=[N:15]3)=[C:10]([CH3:30])[N:9]=2)[CH:5]=[CH:6][CH:7]=1.[N:31]1([C:36]2[CH:42]=[CH:41][C:39]([NH2:40])=[CH:38][CH:37]=2)[CH:35]=[CH:34][N:33]=[CH:32]1.C(P(C(C)(C)C)C1C=CC=CC=1C1C=CC=CC=1)(C)(C)C.CC(C)([O-])C.[Na+], predict the reaction product. (4) The product is: [CH:25]1([NH:28][CH2:2][CH2:6][C:7]2[CH:8]=[C:9]([C:13]3[NH:17][C:16]4[CH:18]=[CH:19][CH:20]=[C:21]([C:22]([NH2:24])=[O:23])[C:15]=4[N:14]=3)[CH:10]=[CH:11][CH:12]=2)[CH2:27][CH2:26]1. Given the reactants O1CCO[CH:2]1[CH2:6][C:7]1[CH:8]=[C:9]([C:13]2[NH:17][C:16]3[CH:18]=[CH:19][CH:20]=[C:21]([C:22]([NH2:24])=[O:23])[C:15]=3[N:14]=2)[CH:10]=[CH:11][CH:12]=1.[CH:25]1([NH2:28])[CH2:27][CH2:26]1.C([BH3-])#N.[Na+], predict the reaction product. (5) Given the reactants [CH3:1][C@@H:2]1[O:7][CH2:6][CH2:5][NH:4][C@H:3]1[C:8]([O:10]CC)=O.[Cl:13][C:14]1[N:19]=[C:18](Cl)[C:17]([NH2:21])=[CH:16][N:15]=1.CCN(C(C)C)C(C)C.[OH-].[Na+].CC(OC(OC(OC(C)(C)C)=O)=O)(C)C.Cl, predict the reaction product. The product is: [Cl:13][C:14]1[N:19]=[CH:18][C:17]2[NH:21][C:8](=[O:10])[C@H:3]3[C@H:2]([CH3:1])[O:7][CH2:6][CH2:5][N:4]3[C:16]=2[N:15]=1.